Dataset: Full USPTO retrosynthesis dataset with 1.9M reactions from patents (1976-2016). Task: Predict the reactants needed to synthesize the given product. (1) Given the product [CH3:33][C@H:28]1[O:29][C@@H:30]([CH3:32])[CH2:31][N:26]([CH2:25][C:22]2[O:21][C:20]([C:4]3[CH:3]=[C:2]([C:50]4[CH:51]=[C:46]([NH:45][S:42]([C:36]5[CH:37]=[CH:38][C:39]([F:41])=[CH:40][C:35]=5[F:34])(=[O:44])=[O:43])[C:47]([O:61][CH3:62])=[N:48][CH:49]=4)[CH:10]=[C:9]4[C:5]=3[CH:6]=[N:7][N:8]4[S:11]([C:14]3[CH:19]=[CH:18][CH:17]=[CH:16][CH:15]=3)(=[O:13])=[O:12])=[N:24][CH:23]=2)[CH2:27]1, predict the reactants needed to synthesize it. The reactants are: Cl[C:2]1[CH:10]=[C:9]2[C:5]([CH:6]=[N:7][N:8]2[S:11]([C:14]2[CH:19]=[CH:18][CH:17]=[CH:16][CH:15]=2)(=[O:13])=[O:12])=[C:4]([C:20]2[O:21][C:22]([CH2:25][N:26]3[CH2:31][C@H:30]([CH3:32])[O:29][C@H:28]([CH3:33])[CH2:27]3)=[CH:23][N:24]=2)[CH:3]=1.[F:34][C:35]1[CH:40]=[C:39]([F:41])[CH:38]=[CH:37][C:36]=1[S:42]([NH:45][C:46]1[C:47]([O:61][CH3:62])=[N:48][CH:49]=[C:50](B2OC(C)(C)C(C)(C)O2)[CH:51]=1)(=[O:44])=[O:43].[O-]P([O-])([O-])=O.[K+].[K+].[K+].O. (2) The reactants are: [F:1][C:2]1[CH:3]=[C:4]2[C:9](=[C:10](F)[C:11]=1[N:12]1[CH2:17][CH2:16][N:15]([CH3:18])[CH2:14][CH2:13]1)[N:8]([C@@H:20]([CH3:23])[CH2:21][OH:22])[CH:7]=[C:6]([C:24]([O:26]CC)=[O:25])[C:5]2=[O:29].[OH-].[K+].C(O)(=[O:34])C.O. Given the product [CH3:23][C@@H:20]1[N:8]2[CH:7]=[C:6]([C:24]([OH:26])=[O:25])[C:5]([C:4]3=[CH:3][C:2]([F:1])=[C:11]([N:12]4[CH2:13][CH2:14][N:15]([CH3:18])[CH2:16][CH2:17]4)[C:10](=[C:9]23)[O:22][CH2:21]1)=[O:29].[CH3:23][C@@H:20]1[N:8]2[CH:7]=[C:6]([C:24]([OH:26])=[O:25])[C:5]([C:4]3=[CH:3][C:2]([F:1])=[C:11]([N:12]4[CH2:13][CH2:14][N:15]([CH3:18])[CH2:16][CH2:17]4)[C:10](=[C:9]23)[O:22][CH2:21]1)=[O:29].[OH2:34], predict the reactants needed to synthesize it. (3) Given the product [CH:17]1([NH:20][C:14]([C:9]2[C:8]3[CH:7]=[CH:6][N:5]([CH2:4][O:3][CH2:1][CH3:2])[C:13]=3[CH:12]=[CH:11][CH:10]=2)=[O:16])[CH2:19][CH2:18]1, predict the reactants needed to synthesize it. The reactants are: [CH2:1]([O:3][CH2:4][N:5]1[C:13]2[CH:12]=[CH:11][CH:10]=[C:9]([C:14]([OH:16])=O)[C:8]=2[CH:7]=[CH:6]1)[CH3:2].[CH:17]1([NH2:20])[CH2:19][CH2:18]1.C(N(CC)CC)C.F[P-](F)(F)(F)(F)F.N1(OC(N(C)C)=[N+](C)C)C2N=CC=CC=2N=N1. (4) Given the product [C:34]([O:38][C:39]([N:41]1[CH2:46][CH2:45][CH2:44][C@H:43]([C:47]2[N:50]=[C:9]([C:6]3[NH:7][CH:8]=[C:4]([CH:1]([CH3:2])[CH3:3])[CH:5]=3)[O:11][N:48]=2)[CH2:42]1)=[O:40])([CH3:37])([CH3:35])[CH3:36], predict the reactants needed to synthesize it. The reactants are: [CH:1]([C:4]1[CH:5]=[C:6]([C:9]([OH:11])=O)[NH:7][CH:8]=1)([CH3:3])[CH3:2].C1C=NC2N(O)N=NC=2C=1.CCN=C=NCCCN(C)C.Cl.[C:34]([O:38][C:39]([N:41]1[CH2:46][CH2:45][CH2:44][C@H:43]([C:47](=[NH:50])[NH:48]O)[CH2:42]1)=[O:40])([CH3:37])([CH3:36])[CH3:35].C(N(CC)CC)C. (5) Given the product [CH2:1]([NH:8][C:9]([C:11]1[C:12]2[C:20]([OH:21])=[CH:19][C:18](=[O:22])[N:17]([OH:23])[C:13]=2[N:14]=[CH:15][N:16]=1)=[O:10])[C:2]1[CH:3]=[CH:4][CH:5]=[CH:6][CH:7]=1, predict the reactants needed to synthesize it. The reactants are: [CH2:1]([NH:8][C:9]([C:11]1[C:12]2[C:20]([OH:21])=[CH:19][C:18](=[O:22])[N:17]([O:23]CC3C=CC=CC=3)[C:13]=2[N:14]=[CH:15][N:16]=1)=[O:10])[C:2]1[CH:7]=[CH:6][CH:5]=[CH:4][CH:3]=1.Cl.C(O)(C(F)(F)F)=O. (6) Given the product [F:1][C:2]1[CH:11]=[C:10]2[C:5]([CH:6]=[CH:7][C:8]([CH3:12])=[N:9]2)=[C:4]([N:13]2[CH2:14][CH2:15][N:16]([CH2:19][CH2:20][C:21]3[CH:22]=[C:23]([CH:24]=[CH:25][CH:26]=3)[NH2:27])[CH2:17][CH2:18]2)[CH:3]=1, predict the reactants needed to synthesize it. The reactants are: [F:1][C:2]1[CH:11]=[C:10]2[C:5]([CH:6]=[CH:7][C:8]([CH3:12])=[N:9]2)=[C:4]([N:13]2[CH2:18][CH2:17][N:16]([CH2:19][CH2:20][C:21]3[CH:26]=[CH:25][CH:24]=[C:23]([N+:27]([O-])=O)[CH:22]=3)[CH2:15][CH2:14]2)[CH:3]=1.[Cl-].[NH4+]. (7) Given the product [C:13]([Si:10]([CH3:12])([CH3:11])[O:9][CH2:8][CH2:7][O:6][C:5]1[CH:4]=[C:3]([CH:19]=[C:18]([CH3:20])[CH:17]=1)[CH:2]=[O:22])([CH3:16])([CH3:15])[CH3:14], predict the reactants needed to synthesize it. The reactants are: Br[CH2:2][C:3]1[CH:4]=[C:5]([CH:17]=[C:18]([CH3:20])[CH:19]=1)[O:6][CH2:7][CH2:8][O:9][Si:10]([C:13]([CH3:16])([CH3:15])[CH3:14])([CH3:12])[CH3:11].[N+](C(C)C)([O-])=[O:22].[O-]CC.[Na+]. (8) Given the product [Br:1][C:2]1[CH:7]=[CH:6][C:5]([O:34][C:31]2[CH:30]=[CH:29][C:28]([C@H:27]3[C:20]4=[N:19][S:18](=[O:35])(=[O:17])[CH2:23][CH2:22][N:21]4[CH2:24][CH2:25][CH2:26]3)=[CH:33][CH:32]=2)=[CH:4][CH:3]=1, predict the reactants needed to synthesize it. The reactants are: [Br:1][C:2]1[CH:7]=[CH:6][C:5](B(O)O)=[CH:4][CH:3]=1.C(=O)([O-])[O-].[Cs+].[Cs+].[O:17]=[S:18]1(=[O:35])[CH2:23][CH2:22][N:21]2[CH2:24][CH2:25][CH2:26][C@@H:27]([C:28]3[CH:33]=[CH:32][C:31]([OH:34])=[CH:30][CH:29]=3)[C:20]2=[N:19]1.[Cl-].[Ca+2].[Cl-]. (9) Given the product [C:22]([NH:21][S:18]([C:10]1[CH:9]=[C:8]([C:4]2[CH:5]=[CH:6][CH:7]=[C:2]([NH2:1])[CH:3]=2)[C:13]([O:14][CH3:15])=[C:12]([CH:16]=[O:17])[CH:11]=1)(=[O:19])=[O:20])(=[O:24])[CH3:23], predict the reactants needed to synthesize it. The reactants are: [NH2:1][C:2]1[CH:3]=[C:4]([C:8]2[C:13]([O:14][CH3:15])=[C:12]([CH:16]=[O:17])[CH:11]=[C:10]([S:18]([NH2:21])(=[O:20])=[O:19])[CH:9]=2)[CH:5]=[CH:6][CH:7]=1.[C:22](Cl)(=[O:24])[CH3:23]. (10) Given the product [CH3:1][O:2][C:3]([C:5]1[CH:15]=[C:14]([O:16][CH2:23][C:24]2[CH:29]=[CH:28][CH:27]=[CH:26][CH:25]=2)[C:8]2[CH2:9][C:10]([CH3:13])([CH3:12])[O:11][C:7]=2[CH:6]=1)=[O:4], predict the reactants needed to synthesize it. The reactants are: [CH3:1][O:2][C:3]([C:5]1[CH:15]=[C:14]([OH:16])[C:8]2[CH2:9][C:10]([CH3:13])([CH3:12])[O:11][C:7]=2[CH:6]=1)=[O:4].C([O-])([O-])=O.[K+].[K+].[CH2:23](Br)[C:24]1[CH:29]=[CH:28][CH:27]=[CH:26][CH:25]=1.